This data is from Forward reaction prediction with 1.9M reactions from USPTO patents (1976-2016). The task is: Predict the product of the given reaction. (1) Given the reactants [NH2:1][C:2]1[S:3][C:4]2[N:5]=[C:6]([NH:11][C:12]3[CH:13]=[C:14]([NH:18][C:19](=[O:31])[C:20]4[CH:25]=[CH:24][CH:23]=[C:22]([C:26]([C:29]#[N:30])([CH3:28])[CH3:27])[CH:21]=4)[CH:15]=[CH:16][CH:17]=3)[N:7]=[CH:8][C:9]=2[N:10]=1.[C:32](Cl)(=[O:34])[CH3:33].C(=O)([O-])O.[Na+], predict the reaction product. The product is: [C:32]([NH:1][C:2]1[S:3][C:4]2[N:5]=[C:6]([NH:11][C:12]3[CH:13]=[C:14]([NH:18][C:19](=[O:31])[C:20]4[CH:25]=[CH:24][CH:23]=[C:22]([C:26]([C:29]#[N:30])([CH3:27])[CH3:28])[CH:21]=4)[CH:15]=[CH:16][CH:17]=3)[N:7]=[CH:8][C:9]=2[N:10]=1)(=[O:34])[CH3:33]. (2) Given the reactants [C:1]1([S:7]([N:10]2[C:14]3[N:15]=[CH:16][N:17]=[C:18]([CH:19]4[CH2:23][CH2:22][CH2:21][CH2:20]4)[C:13]=3[C:12](I)=[CH:11]2)(=[O:9])=[O:8])[CH:6]=[CH:5][CH:4]=[CH:3][CH:2]=1.C([Mg]Cl)(C)C.[C:30]([O:34][C:35](=[O:56])[N:36]([C:48]1[CH:53]=[CH:52][C:51]([CH:54]=[O:55])=[CH:50][N:49]=1)[CH2:37][C:38]1[CH:39]=[N:40][C:41]([C:44]([F:47])([F:46])[F:45])=[CH:42][CH:43]=1)([CH3:33])([CH3:32])[CH3:31], predict the reaction product. The product is: [C:30]([O:34][C:35](=[O:56])[N:36]([C:48]1[CH:53]=[CH:52][C:51]([CH:54]([C:12]2[C:13]3[C:18]([CH:19]4[CH2:23][CH2:22][CH2:21][CH2:20]4)=[N:17][CH:16]=[N:15][C:14]=3[N:10]([S:7]([C:1]3[CH:6]=[CH:5][CH:4]=[CH:3][CH:2]=3)(=[O:9])=[O:8])[CH:11]=2)[OH:55])=[CH:50][N:49]=1)[CH2:37][C:38]1[CH:39]=[N:40][C:41]([C:44]([F:47])([F:45])[F:46])=[CH:42][CH:43]=1)([CH3:33])([CH3:31])[CH3:32]. (3) Given the reactants Cl.[NH2:2][OH:3].C([O-])(=O)C.[Na+].[N:9]1[C:17]2[CH:16]=[CH:15][N:14]=[CH:13][C:12]=2[NH:11][C:10]=1[C:18]1[C:30]2[C:29]3[C:24](=[CH:25][CH:26]=[CH:27][CH:28]=3)[C:23](=O)[C:22]=2[CH:21]=[CH:20][CH:19]=1, predict the reaction product. The product is: [N:9]1[C:17]2[CH:16]=[CH:15][N:14]=[CH:13][C:12]=2[NH:11][C:10]=1[C:18]1[C:30]2[C:29]3[C:24](=[CH:25][CH:26]=[CH:27][CH:28]=3)[C:23](=[N:2][OH:3])[C:22]=2[CH:21]=[CH:20][CH:19]=1.